Dataset: Catalyst prediction with 721,799 reactions and 888 catalyst types from USPTO. Task: Predict which catalyst facilitates the given reaction. Reactant: [Br:1][C:2]1[CH:11]=[C:10]2[C:5]([CH:6]=[CH:7][N:8]=[C:9]2O)=[CH:4][CH:3]=1.O=P(Cl)(Cl)[Cl:15]. Product: [Br:1][C:2]1[CH:11]=[C:10]2[C:5]([CH:6]=[CH:7][N:8]=[C:9]2[Cl:15])=[CH:4][CH:3]=1. The catalyst class is: 22.